Predict the product of the given reaction. From a dataset of Forward reaction prediction with 1.9M reactions from USPTO patents (1976-2016). (1) The product is: [CH3:28][C@:25]12[CH2:26][CH2:27][C:10](=[O:9])[CH:11]=[C:12]1[C@H:13]1[CH2:4][C@H:14]1[CH:15]1[CH:24]2[CH2:23][CH2:22][C@:20]2([CH3:21])[C@@H:19]([C:29]([NH:31][C:32]3[CH:33]=[CH:34][CH:35]=[CH:36][CH:37]=3)=[O:30])[CH2:18][CH2:17][CH:16]21. Given the reactants [H-].[Na+].[I-].[CH3:4][S+](C)(C)=O.[O:9]=[C:10]1[CH2:27][CH2:26][C@@:25]2([CH3:28])[C:12]([CH:13]=[CH:14][C@@H:15]3[C@@H:24]2[CH2:23][CH2:22][C@@:20]2([CH3:21])[C@H:16]3[CH2:17][CH2:18][C@@H:19]2[C:29]([NH:31][C:32]2[CH:37]=[CH:36][CH:35]=[CH:34][C:33]=2C(F)(F)F)=[O:30])=[CH:11]1, predict the reaction product. (2) Given the reactants Cl.[CH3:2][O:3][C:4]([C@H:6]1[CH2:10][C@@H:9]([NH2:11])[CH:8]=[CH:7]1)=[O:5].[C:12](O[C:12]([O:14][C:15]([CH3:18])([CH3:17])[CH3:16])=[O:13])([O:14][C:15]([CH3:18])([CH3:17])[CH3:16])=[O:13].C(N(CC)CC)C, predict the reaction product. The product is: [C:15]([O:14][C:12]([NH:11][C@@H:9]1[CH2:10][C@H:6]([C:4]([O:3][CH3:2])=[O:5])[CH:7]=[CH:8]1)=[O:13])([CH3:18])([CH3:17])[CH3:16].